Dataset: Full USPTO retrosynthesis dataset with 1.9M reactions from patents (1976-2016). Task: Predict the reactants needed to synthesize the given product. (1) Given the product [C:17]([O:21][C:22](=[O:39])[NH:23][C:24]1([CH2:29][O:30][C:31]2[CH:36]=[CH:35][C:34]([CH:37]=[O:8])=[CH:33][CH:32]=2)[CH2:28][CH2:27][CH2:26][CH2:25]1)([CH3:20])([CH3:19])[CH3:18], predict the reactants needed to synthesize it. The reactants are: NC1(C[O:8]C2C=CC(C#N)=CC=2)CCCC1.[C:17]([O:21][C:22](=[O:39])[NH:23][C:24]1([CH2:29][O:30][C:31]2[CH:36]=[CH:35][C:34]([C:37]#N)=[CH:33][CH:32]=2)[CH2:28][CH2:27][CH2:26][CH2:25]1)([CH3:20])([CH3:19])[CH3:18]. (2) Given the product [F:19][C:3]1[C:2]([C:27]#[C:26][C:24]([OH:28])([C:21]2([CH3:20])[CH2:23][CH2:22]2)[CH3:25])=[CH:18][C:6]2[C:7]3[N:8]([CH:12]=[C:13]([C:15]([NH2:17])=[O:16])[N:14]=3)[CH2:9][CH2:10][O:11][C:5]=2[CH:4]=1, predict the reactants needed to synthesize it. The reactants are: Br[C:2]1[C:3]([F:19])=[CH:4][C:5]2[O:11][CH2:10][CH2:9][N:8]3[CH:12]=[C:13]([C:15]([NH2:17])=[O:16])[N:14]=[C:7]3[C:6]=2[CH:18]=1.[CH3:20][C:21]1([C:24]([OH:28])([C:26]#[CH:27])[CH3:25])[CH2:23][CH2:22]1. (3) Given the product [Br-:1].[F:36][C:33]1[CH:32]=[CH:31][C:30]([N:20]2[C:19](=[O:37])[CH:18]([CH2:17][CH2:16][CH:15]([C:12]3[CH:13]=[CH:14][C:9]([O:8][CH2:7][C:6]4[CH:5]=[CH:4][C:3]([CH2:2][N+:43]56[CH2:48][CH2:47][N:46]([CH2:45][CH2:44]5)[CH2:41][CH2:42]6)=[CH:40][CH:39]=4)=[CH:10][CH:11]=3)[OH:38])[CH:21]2[C:22]2[CH:27]=[CH:26][C:25]([O:28][CH3:29])=[CH:24][CH:23]=2)=[CH:35][CH:34]=1, predict the reactants needed to synthesize it. The reactants are: [Br:1][CH2:2][C:3]1[CH:40]=[CH:39][C:6]([CH2:7][O:8][C:9]2[CH:14]=[CH:13][C:12]([CH:15]([OH:38])[CH2:16][CH2:17][CH:18]3[CH:21]([C:22]4[CH:27]=[CH:26][C:25]([O:28][CH3:29])=[CH:24][CH:23]=4)[N:20]([C:30]4[CH:35]=[CH:34][C:33]([F:36])=[CH:32][CH:31]=4)[C:19]3=[O:37])=[CH:11][CH:10]=2)=[CH:5][CH:4]=1.[CH2:41]1[N:46]2[CH2:47][CH2:48][N:43]([CH2:44][CH2:45]2)[CH2:42]1.